From a dataset of Catalyst prediction with 721,799 reactions and 888 catalyst types from USPTO. Predict which catalyst facilitates the given reaction. Reactant: [CH2:1]([NH:8][C:9](=[O:11])[OH:10])[C:2]1[CH:7]=[CH:6][CH:5]=[CH:4][CH:3]=1.[NH:12]1[CH:16]=[CH:15][CH:14]=[N:13]1.C(=O)([O-])[O-].[K+].[K+].[Br:23]Br.O. Product: [CH2:1]([NH:8][C:9](=[O:10])[OH:11])[C:2]1[CH:7]=[CH:6][CH:5]=[CH:4][CH:3]=1.[Br:23][C:16]1[CH:15]=[CH:14][NH:13][N:12]=1. The catalyst class is: 2.